Dataset: NCI-60 drug combinations with 297,098 pairs across 59 cell lines. Task: Regression. Given two drug SMILES strings and cell line genomic features, predict the synergy score measuring deviation from expected non-interaction effect. (1) Drug 1: C1=C(C(=O)NC(=O)N1)F. Drug 2: CCC1(CC2CC(C3=C(CCN(C2)C1)C4=CC=CC=C4N3)(C5=C(C=C6C(=C5)C78CCN9C7C(C=CC9)(C(C(C8N6C=O)(C(=O)OC)O)OC(=O)C)CC)OC)C(=O)OC)O.OS(=O)(=O)O. Cell line: MDA-MB-231. Synergy scores: CSS=20.3, Synergy_ZIP=-12.8, Synergy_Bliss=0.707, Synergy_Loewe=-5.91, Synergy_HSA=1.46. (2) Drug 1: C(CN)CNCCSP(=O)(O)O. Drug 2: B(C(CC(C)C)NC(=O)C(CC1=CC=CC=C1)NC(=O)C2=NC=CN=C2)(O)O. Cell line: SK-MEL-28. Synergy scores: CSS=11.2, Synergy_ZIP=-3.57, Synergy_Bliss=-7.48, Synergy_Loewe=-41.9, Synergy_HSA=-8.69.